Dataset: NCI-60 drug combinations with 297,098 pairs across 59 cell lines. Task: Regression. Given two drug SMILES strings and cell line genomic features, predict the synergy score measuring deviation from expected non-interaction effect. (1) Drug 1: COC1=C2C(=CC3=C1OC=C3)C=CC(=O)O2. Synergy scores: CSS=32.1, Synergy_ZIP=-3.08, Synergy_Bliss=-4.78, Synergy_Loewe=-13.2, Synergy_HSA=-2.71. Cell line: NCI-H322M. Drug 2: CC1C(C(CC(O1)OC2CC(CC3=C2C(=C4C(=C3O)C(=O)C5=C(C4=O)C(=CC=C5)OC)O)(C(=O)CO)O)N)O.Cl. (2) Drug 1: CCC1=CC2CC(C3=C(CN(C2)C1)C4=CC=CC=C4N3)(C5=C(C=C6C(=C5)C78CCN9C7C(C=CC9)(C(C(C8N6C)(C(=O)OC)O)OC(=O)C)CC)OC)C(=O)OC.C(C(C(=O)O)O)(C(=O)O)O. Cell line: SF-268. Synergy scores: CSS=22.7, Synergy_ZIP=0.925, Synergy_Bliss=1.69, Synergy_Loewe=-33.7, Synergy_HSA=0.790. Drug 2: CN1C(=O)N2C=NC(=C2N=N1)C(=O)N. (3) Drug 1: CCC1=C2CN3C(=CC4=C(C3=O)COC(=O)C4(CC)O)C2=NC5=C1C=C(C=C5)O. Drug 2: CN1C2=C(C=C(C=C2)N(CCCl)CCCl)N=C1CCCC(=O)O.Cl. Cell line: HS 578T. Synergy scores: CSS=12.9, Synergy_ZIP=-4.53, Synergy_Bliss=-0.150, Synergy_Loewe=-7.91, Synergy_HSA=0.250. (4) Drug 1: C1=CC(=CC=C1CC(C(=O)O)N)N(CCCl)CCCl.Cl. Drug 2: C(CN)CNCCSP(=O)(O)O. Cell line: HCT-15. Synergy scores: CSS=12.7, Synergy_ZIP=3.70, Synergy_Bliss=8.52, Synergy_Loewe=-1.18, Synergy_HSA=6.78. (5) Drug 1: C1CCC(CC1)NC(=O)N(CCCl)N=O. Drug 2: C1CN1P(=S)(N2CC2)N3CC3. Cell line: HOP-62. Synergy scores: CSS=35.6, Synergy_ZIP=-4.54, Synergy_Bliss=5.70, Synergy_Loewe=-1.55, Synergy_HSA=4.90.